The task is: Predict which catalyst facilitates the given reaction.. This data is from Catalyst prediction with 721,799 reactions and 888 catalyst types from USPTO. Reactant: [CH3:1][O:2][C:3]1[CH:8]=[CH:7][C:6]([S:9]([N:12]2[C:21]3[CH:22]=[CH:23][S:24][C:20]=3[C:19]3[CH:18]=[CH:17][CH:16]=[CH:15][C:14]=3[C@H:13]2[CH3:25])(=[O:11])=[O:10])=[CH:5][CH:4]=1.C(O)(=O)C.C(Cl)(Cl)Cl.[Br:34]N1C(=O)CCC1=O. Product: [Br:34][C:23]1[S:24][C:20]2[C:19]3[CH:18]=[CH:17][CH:16]=[CH:15][C:14]=3[C@@H:13]([CH3:25])[N:12]([S:9]([C:6]3[CH:5]=[CH:4][C:3]([O:2][CH3:1])=[CH:8][CH:7]=3)(=[O:11])=[O:10])[C:21]=2[CH:22]=1. The catalyst class is: 635.